Dataset: Forward reaction prediction with 1.9M reactions from USPTO patents (1976-2016). Task: Predict the product of the given reaction. (1) Given the reactants [F:1][C:2]1[CH:3]=[C:4]([C@H:9]2[CH2:14][C@H:13]([C:15](=[O:22])[CH2:16][C:17](OCC)=[O:18])[CH2:12][CH2:11][N:10]2[C:23]([O:25][CH3:26])=[O:24])[CH:5]=[CH:6][C:7]=1[F:8].[OH-].[Na+].[NH2:29]O.Cl, predict the reaction product. The product is: [F:1][C:2]1[CH:3]=[C:4]([C@H:9]2[CH2:14][C@H:13]([C:15]3[O:22][NH:29][C:17](=[O:18])[CH:16]=3)[CH2:12][CH2:11][N:10]2[C:23]([O:25][CH3:26])=[O:24])[CH:5]=[CH:6][C:7]=1[F:8]. (2) Given the reactants C[O:2][C:3]([C:5]1[CH:6]=[C:7]([F:33])[CH:8]=[C:9]2[C:14]=1[NH:13][CH:12]([C:15]1[CH:16]=[C:17]([C:21]3[CH:26]=[CH:25][C:24]([C:27]([CH3:30])([CH3:29])[CH3:28])=[CH:23][CH:22]=3)[CH:18]=[CH:19][CH:20]=1)[C:11]([CH3:32])([CH3:31])[CH2:10]2)=[O:4].[OH-].[Na+].Cl, predict the reaction product. The product is: [C:27]([C:24]1[CH:23]=[CH:22][C:21]([C:17]2[CH:18]=[CH:19][CH:20]=[C:15]([CH:12]3[C:11]([CH3:31])([CH3:32])[CH2:10][C:9]4[C:14](=[C:5]([C:3]([OH:4])=[O:2])[CH:6]=[C:7]([F:33])[CH:8]=4)[NH:13]3)[CH:16]=2)=[CH:26][CH:25]=1)([CH3:28])([CH3:29])[CH3:30]. (3) Given the reactants N([O-])=O.[Na+].N[C:6]1[CH:7]=[CH:8][C:9]([Cl:16])=[C:10]([CH:15]=1)[C:11]([O:13][CH3:14])=[O:12].[F:17][B-](F)(F)F.[H+], predict the reaction product. The product is: [CH3:14][O:13][C:11](=[O:12])[C:10]1[CH:15]=[C:6]([F:17])[CH:7]=[CH:8][C:9]=1[Cl:16]. (4) The product is: [OH:39][C:33]([C:35]([F:38])([F:37])[F:36])=[O:34].[Cl:1][C:2]1[CH:3]=[C:4]([C@@H:8]([C@@H:9]2[CH2:14][CH2:13][CH2:12][NH:11][CH2:10]2)[O:22][CH2:23][CH2:24][NH:25][C:26](=[O:27])[OH:28])[CH:5]=[CH:6][CH:7]=1. Given the reactants [Cl:1][C:2]1[CH:3]=[C:4]([C@H:8]([O:22][CH2:23][CH2:24][NH:25][C:26]([O:28]C)=[O:27])[C@@H:9]2[CH2:14][CH2:13][CH2:12][N:11](C(OC(C)(C)C)=O)[CH2:10]2)[CH:5]=[CH:6][CH:7]=1.C(Cl)Cl.[C:33]([OH:39])([C:35]([F:38])([F:37])[F:36])=[O:34], predict the reaction product. (5) Given the reactants C[Al](C)C.CCCCCCC.[NH2:12][C:13]1[CH:20]=[CH:19][C:16]([C:17]#[N:18])=[C:15]([C:21]([F:24])([F:23])[F:22])[CH:14]=1.C[O:26][C:27]([C:29]1[CH:37]=[C:36]2[C:32]([CH:33]=[CH:34][NH:35]2)=[CH:31][CH:30]=1)=O.C(C(C(C([O-])=O)O)O)([O-])=O.[Na+].[Na+], predict the reaction product. The product is: [C:17]([C:16]1[CH:19]=[CH:20][C:13]([NH:12][C:27]([C:29]2[CH:37]=[C:36]3[C:32]([CH:33]=[CH:34][NH:35]3)=[CH:31][CH:30]=2)=[O:26])=[CH:14][C:15]=1[C:21]([F:22])([F:23])[F:24])#[N:18]. (6) Given the reactants [CH3:1][C:2]1[CH:7]=[C:6]([C:8]2[C:16]3[C:11](=[CH:12][CH:13]=[C:14]([C:17]([O:19]CC)=[O:18])[CH:15]=3)[N:10]([C:22]([C:35]3[CH:40]=[CH:39][CH:38]=[CH:37][CH:36]=3)([C:29]3[CH:34]=[CH:33][CH:32]=[CH:31][CH:30]=3)[C:23]3[CH:28]=[CH:27][CH:26]=[CH:25][CH:24]=3)[N:9]=2)[CH:5]=[CH:4][N:3]=1.[Li+].[OH-], predict the reaction product. The product is: [CH3:1][C:2]1[CH:7]=[C:6]([C:8]2[C:16]3[C:11](=[CH:12][CH:13]=[C:14]([C:17]([OH:19])=[O:18])[CH:15]=3)[N:10]([C:22]([C:23]3[CH:28]=[CH:27][CH:26]=[CH:25][CH:24]=3)([C:35]3[CH:36]=[CH:37][CH:38]=[CH:39][CH:40]=3)[C:29]3[CH:34]=[CH:33][CH:32]=[CH:31][CH:30]=3)[N:9]=2)[CH:5]=[CH:4][N:3]=1. (7) Given the reactants Br[C:2]1[N:6]2[C:7](=[O:22])[CH:8]=[C:9]([CH2:11][N:12]([CH2:20][CH3:21])[C:13]3[CH:18]=[CH:17][C:16]([F:19])=[CH:15][CH:14]=3)[N:10]=[C:5]2[S:4][C:3]=1[CH3:23].[N:24]1[CH:29]=[C:28](B(O)O)[CH:27]=[N:26][CH:25]=1.C(=O)([O-])[O-].[Na+].[Na+], predict the reaction product. The product is: [CH2:20]([N:12]([CH2:11][C:9]1[N:10]=[C:5]2[S:4][C:3]([CH3:23])=[C:2]([C:28]3[CH:29]=[N:24][CH:25]=[N:26][CH:27]=3)[N:6]2[C:7](=[O:22])[CH:8]=1)[C:13]1[CH:18]=[CH:17][C:16]([F:19])=[CH:15][CH:14]=1)[CH3:21]. (8) Given the reactants [NH2:1][C:2]1[CH:3]=[C:4]([S:9]([OH:12])(=[O:11])=[O:10])[CH:5]=[CH:6][C:7]=1[OH:8].Cl.C1(O)C=CC=CC=1.[N:21]([O-])=O.[Na+].[OH:25][C:26]1[CH:31]=[CH:30][C:29]([CH2:32][CH2:33][C:34]([OH:36])=[O:35])=[CH:28][CH:27]=1.[OH-].[Na+].C([O-])(=O)C.[Na+], predict the reaction product. The product is: [OH:25][C:26]1[CH:27]=[CH:28][C:29]([CH2:32][CH2:33][C:34]([OH:36])=[O:35])=[CH:30][C:31]=1[N:21]=[N:1][C:2]1[CH:3]=[C:4]([S:9]([OH:12])(=[O:10])=[O:11])[CH:5]=[CH:6][C:7]=1[OH:8]. (9) Given the reactants C[O:2][C:3]1[N:4]=[N:5][CH:6]=[CH:7][C:8]=1[CH2:9][N:10]1[C:18](=[O:19])[C:17]2[C:12](=[CH:13][CH:14]=[CH:15][CH:16]=2)[C:11]1=[O:20].Cl, predict the reaction product. The product is: [O:2]=[C:3]1[C:8]([CH2:9][N:10]2[C:11](=[O:20])[C:12]3[C:17](=[CH:16][CH:15]=[CH:14][CH:13]=3)[C:18]2=[O:19])=[CH:7][CH:6]=[N:5][NH:4]1. (10) Given the reactants P(Cl)(Cl)(Cl)=O.CN(C)[CH:8]=[O:9].[Cl:11][C:12]1[CH:13]=[CH:14][C:15]([N:30]2[CH:34]=[CH:33][CH:32]=[CH:31]2)=[C:16]([C:18]([C:20]2[C:29]3[C:24](=[CH:25][CH:26]=[CH:27][CH:28]=3)[CH:23]=[CH:22][CH:21]=2)=[O:19])[CH:17]=1.C([O-])(=O)C.[Na+], predict the reaction product. The product is: [Cl:11][C:12]1[CH:13]=[CH:14][C:15]([N:30]2[CH:34]=[CH:33][CH:32]=[C:31]2[CH:8]=[O:9])=[C:16]([C:18]([C:20]2[C:29]3[C:24](=[CH:25][CH:26]=[CH:27][CH:28]=3)[CH:23]=[CH:22][CH:21]=2)=[O:19])[CH:17]=1.